This data is from NCI-60 drug combinations with 297,098 pairs across 59 cell lines. The task is: Regression. Given two drug SMILES strings and cell line genomic features, predict the synergy score measuring deviation from expected non-interaction effect. (1) Drug 1: CCC(=C(C1=CC=CC=C1)C2=CC=C(C=C2)OCCN(C)C)C3=CC=CC=C3.C(C(=O)O)C(CC(=O)O)(C(=O)O)O. Drug 2: C(=O)(N)NO. Cell line: CCRF-CEM. Synergy scores: CSS=-0.0890, Synergy_ZIP=3.72, Synergy_Bliss=11.8, Synergy_Loewe=-1.32, Synergy_HSA=-0.190. (2) Cell line: OVCAR-5. Synergy scores: CSS=52.5, Synergy_ZIP=-2.09, Synergy_Bliss=1.20, Synergy_Loewe=-12.0, Synergy_HSA=3.12. Drug 1: CCC1=CC2CC(C3=C(CN(C2)C1)C4=CC=CC=C4N3)(C5=C(C=C6C(=C5)C78CCN9C7C(C=CC9)(C(C(C8N6C)(C(=O)OC)O)OC(=O)C)CC)OC)C(=O)OC.C(C(C(=O)O)O)(C(=O)O)O. Drug 2: C1=CC=C(C=C1)NC(=O)CCCCCCC(=O)NO. (3) Drug 2: C(=O)(N)NO. Drug 1: C1CCC(C1)C(CC#N)N2C=C(C=N2)C3=C4C=CNC4=NC=N3. Synergy scores: CSS=28.0, Synergy_ZIP=0.798, Synergy_Bliss=2.98, Synergy_Loewe=3.17, Synergy_HSA=4.94. Cell line: KM12. (4) Drug 1: CC1C(C(CC(O1)OC2CC(CC3=C2C(=C4C(=C3O)C(=O)C5=C(C4=O)C(=CC=C5)OC)O)(C(=O)C)O)N)O.Cl. Drug 2: CC1=C(N=C(N=C1N)C(CC(=O)N)NCC(C(=O)N)N)C(=O)NC(C(C2=CN=CN2)OC3C(C(C(C(O3)CO)O)O)OC4C(C(C(C(O4)CO)O)OC(=O)N)O)C(=O)NC(C)C(C(C)C(=O)NC(C(C)O)C(=O)NCCC5=NC(=CS5)C6=NC(=CS6)C(=O)NCCC[S+](C)C)O. Cell line: HS 578T. Synergy scores: CSS=19.4, Synergy_ZIP=-7.43, Synergy_Bliss=-2.38, Synergy_Loewe=-2.20, Synergy_HSA=-0.517. (5) Drug 2: CC1=C2C(C(=O)C3(C(CC4C(C3C(C(C2(C)C)(CC1OC(=O)C(C(C5=CC=CC=C5)NC(=O)OC(C)(C)C)O)O)OC(=O)C6=CC=CC=C6)(CO4)OC(=O)C)O)C)O. Cell line: SF-268. Synergy scores: CSS=0.347, Synergy_ZIP=8.76, Synergy_Bliss=3.03, Synergy_Loewe=-8.20, Synergy_HSA=-5.47. Drug 1: CCCCCOC(=O)NC1=NC(=O)N(C=C1F)C2C(C(C(O2)C)O)O. (6) Drug 1: CNC(=O)C1=CC=CC=C1SC2=CC3=C(C=C2)C(=NN3)C=CC4=CC=CC=N4. Drug 2: CC(C)(C#N)C1=CC(=CC(=C1)CN2C=NC=N2)C(C)(C)C#N. Cell line: COLO 205. Synergy scores: CSS=2.42, Synergy_ZIP=5.25, Synergy_Bliss=7.61, Synergy_Loewe=3.62, Synergy_HSA=3.84.